This data is from Merck oncology drug combination screen with 23,052 pairs across 39 cell lines. The task is: Regression. Given two drug SMILES strings and cell line genomic features, predict the synergy score measuring deviation from expected non-interaction effect. Drug 1: CCC1=CC2CN(C1)Cc1c([nH]c3ccccc13)C(C(=O)OC)(c1cc3c(cc1OC)N(C)C1C(O)(C(=O)OC)C(OC(C)=O)C4(CC)C=CCN5CCC31C54)C2. Drug 2: NC1(c2ccc(-c3nc4ccn5c(=O)[nH]nc5c4cc3-c3ccccc3)cc2)CCC1. Cell line: UWB1289. Synergy scores: synergy=14.9.